This data is from Forward reaction prediction with 1.9M reactions from USPTO patents (1976-2016). The task is: Predict the product of the given reaction. (1) Given the reactants [CH:1]([C:4]1[CH:5]=[CH:6][C:7]([CH3:42])=[C:8]([N:10]2[CH2:41][CH2:40][C:13]3[N:14]=[C:15]([C:20]4[C:28]([CH3:29])=[CH:27][CH:26]=[C:25]5[C:21]=4[CH:22]=[N:23][N:24]5S(C4C=CC(C)=CC=4)(=O)=O)[N:16]=[C:17]([O:18][CH3:19])[C:12]=3[CH2:11]2)[CH:9]=1)([CH3:3])[CH3:2].[OH-].[K+].[NH4+].[OH-], predict the reaction product. The product is: [CH:1]([C:4]1[CH:5]=[CH:6][C:7]([CH3:42])=[C:8]([N:10]2[CH2:41][CH2:40][C:13]3[N:14]=[C:15]([C:20]4[C:28]([CH3:29])=[CH:27][CH:26]=[C:25]5[C:21]=4[CH:22]=[N:23][NH:24]5)[N:16]=[C:17]([O:18][CH3:19])[C:12]=3[CH2:11]2)[CH:9]=1)([CH3:3])[CH3:2]. (2) Given the reactants C[O:2][C:3]1[CH:8]=[CH:7][CH:6]=[CH:5][C:4]=1[CH:9]1[CH2:14][CH2:13][N:12]([C:15]([O:17][CH2:18][CH3:19])=[O:16])[CH2:11][CH2:10]1.B(Br)(Br)Br, predict the reaction product. The product is: [OH:2][C:3]1[CH:8]=[CH:7][CH:6]=[CH:5][C:4]=1[CH:9]1[CH2:14][CH2:13][N:12]([C:15]([O:17][CH2:18][CH3:19])=[O:16])[CH2:11][CH2:10]1.